From a dataset of Full USPTO retrosynthesis dataset with 1.9M reactions from patents (1976-2016). Predict the reactants needed to synthesize the given product. (1) Given the product [CH:23]1([N:20]2[CH:19]=[N:18][C:17]3[C:21]2=[N:22][C:14]([NH:2][CH:3]2[CH2:8][CH2:7][CH:6]([OH:9])[CH2:5][CH2:4]2)=[N:15][C:16]=3[NH:28][CH2:29][C:30]2[CH:31]=[N:32][C:33]([C:36]3[O:37][CH:38]=[CH:39][CH:40]=3)=[CH:34][CH:35]=2)[CH2:24][CH2:25][CH2:26][CH2:27]1, predict the reactants needed to synthesize it. The reactants are: Cl.[NH2:2][C@H:3]1[CH2:8][CH2:7][C@H:6]([OH:9])[CH2:5][CH2:4]1.C[O-].[Na+].Cl[C:14]1[N:22]=[C:21]2[C:17]([N:18]=[CH:19][N:20]2[CH:23]2[CH2:27][CH2:26][CH2:25][CH2:24]2)=[C:16]([NH:28][CH2:29][C:30]2[CH:31]=[N:32][C:33]([C:36]3[O:37][CH:38]=[CH:39][CH:40]=3)=[CH:34][CH:35]=2)[N:15]=1.CN1CCCC1=O. (2) The reactants are: C([O:3][P:4]([CH2:9][NH:10][C:11]([C:13]1[CH:22]=[CH:21][C:20]2[C:15](=[C:16]([C:23]3[C:32]4[C:27](=[CH:28][CH:29]=[CH:30][CH:31]=4)[CH:26]=[CH:25][CH:24]=3)[CH:17]=[CH:18][CH:19]=2)[N:14]=1)=[O:12])(=[O:8])[O:5]CC)C.Br[Si](C)(C)C. Given the product [C:23]1([C:16]2[CH:17]=[CH:18][CH:19]=[C:20]3[C:15]=2[N:14]=[C:13]([C:11]([NH:10][CH2:9][P:4](=[O:3])([OH:5])[OH:8])=[O:12])[CH:22]=[CH:21]3)[C:32]2[C:27](=[CH:28][CH:29]=[CH:30][CH:31]=2)[CH:26]=[CH:25][CH:24]=1, predict the reactants needed to synthesize it. (3) The reactants are: [CH:1]1([C:7]([N:9]2[CH2:18][CH2:17][C:16]3[C:11](=[CH:12][CH:13]=[C:14]([C:19](O)=[O:20])[CH:15]=3)[CH2:10]2)=[O:8])[CH2:6][CH2:5][CH2:4][CH2:3][CH2:2]1.C(Cl)CCl.C1C=CC2N(O)N=NC=2C=1.[NH:36]1[CH2:40][CH2:39][CH2:38][C@H:37]1[CH2:41][N:42]1[CH2:46][CH2:45][CH2:44][CH2:43]1. Given the product [CH:1]1([C:7]([N:9]2[CH2:18][CH2:17][C:16]3[C:11](=[CH:12][CH:13]=[C:14]([C:19]([N:36]4[CH2:40][CH2:39][CH2:38][C@H:37]4[CH2:41][N:42]4[CH2:46][CH2:45][CH2:44][CH2:43]4)=[O:20])[CH:15]=3)[CH2:10]2)=[O:8])[CH2:6][CH2:5][CH2:4][CH2:3][CH2:2]1, predict the reactants needed to synthesize it. (4) Given the product [O:36]1[CH:37]=[CH:38][C:34]([C:12]2[C:13]3[C:14](=[N:15][CH:16]=[C:17]([C:19]4[CH:23]=[CH:22][NH:21][CH:20]=4)[CH:18]=3)[NH:10][CH:11]=2)=[CH:35]1, predict the reactants needed to synthesize it. The reactants are: C1(S([N:10]2[C:14]3=[N:15][CH:16]=[C:17]([C:19]4[CH:23]=[CH:22][N:21]([Si](C(C)C)(C(C)C)C(C)C)[CH:20]=4)[CH:18]=[C:13]3[C:12]([C:34]3[CH:38]=[CH:37][O:36][CH:35]=3)=[CH:11]2)(=O)=O)C=CC=CC=1.[OH-].[Na+].C([O-])(O)=O.[Na+]. (5) Given the product [C:1]([O:5][C:6](=[O:7])[NH:8][CH2:9][CH:10]([OH:15])[CH2:11][CH2:12][OH:13])([CH3:4])([CH3:2])[CH3:3], predict the reactants needed to synthesize it. The reactants are: [C:1]([O:5][C:6]([NH:8][CH2:9][CH:10]([OH:15])[CH2:11][C:12](O)=[O:13])=[O:7])([CH3:4])([CH3:3])[CH3:2].